Predict the reaction yield, written as a fraction of the theoretical maximum amount of product (1.0 means a 100% yield; for example, 0.34 means a 34% yield). From a dataset of Reaction yield outcomes from USPTO patents with 853,638 reactions. (1) The reactants are [N:1]1([C:7]2[C:8]3[N:16]=[C:15]([C:17]4[CH:18]=[N:19][CH:20]=[CH:21][CH:22]=4)[S:14][C:9]=3[N:10]=[C:11]([NH2:13])[N:12]=2)[CH2:6][CH2:5][NH:4][CH2:3][CH2:2]1.[C:23]1([CH3:34])[CH:28]=[CH:27][CH:26]=[C:25]([O:29][CH2:30][C:31](O)=[O:32])[CH:24]=1. No catalyst specified. The product is [NH2:13][C:11]1[N:12]=[C:7]([N:1]2[CH2:6][CH2:5][N:4]([C:31](=[O:32])[CH2:30][O:29][C:25]3[CH:24]=[C:23]([CH3:34])[CH:28]=[CH:27][CH:26]=3)[CH2:3][CH2:2]2)[C:8]2[N:16]=[C:15]([C:17]3[CH:18]=[N:19][CH:20]=[CH:21][CH:22]=3)[S:14][C:9]=2[N:10]=1. The yield is 0.450. (2) The reactants are [F:1][C:2]1[CH:10]=[C:9]2[C:5]([C:6]([Sn](CCCC)(CCCC)CCCC)=[N:7][NH:8]2)=[CH:4][CH:3]=1.[N:24]1[CH:29]=[CH:28][C:27]([CH:30]([NH:32][C:33]([C:35]2[C:43]3[C:38](=[N:39][CH:40]=[C:41](Br)[N:42]=3)[N:37]([CH2:45][O:46][CH2:47][CH2:48][Si:49]([CH3:52])([CH3:51])[CH3:50])[CH:36]=2)=[O:34])[CH3:31])=[CH:26][CH:25]=1.CN(C=O)C. The catalyst is CCOCC.[Cu]I.C1C=CC([P]([Pd]([P](C2C=CC=CC=2)(C2C=CC=CC=2)C2C=CC=CC=2)([P](C2C=CC=CC=2)(C2C=CC=CC=2)C2C=CC=CC=2)[P](C2C=CC=CC=2)(C2C=CC=CC=2)C2C=CC=CC=2)(C2C=CC=CC=2)C2C=CC=CC=2)=CC=1. The product is [N:24]1[CH:29]=[CH:28][C:27]([CH:30]([NH:32][C:33]([C:35]2[C:43]3[C:38](=[N:39][CH:40]=[C:41]([C:6]4[C:5]5[C:9](=[CH:10][C:2]([F:1])=[CH:3][CH:4]=5)[NH:8][N:7]=4)[N:42]=3)[N:37]([CH2:45][O:46][CH2:47][CH2:48][Si:49]([CH3:50])([CH3:52])[CH3:51])[CH:36]=2)=[O:34])[CH3:31])=[CH:26][CH:25]=1. The yield is 0.870.